From a dataset of Peptide-MHC class II binding affinity with 134,281 pairs from IEDB. Regression. Given a peptide amino acid sequence and an MHC pseudo amino acid sequence, predict their binding affinity value. This is MHC class II binding data. (1) The peptide sequence is LKLFNVTLNAGNIDIINT. The MHC is DRB1_0101 with pseudo-sequence DRB1_0101. The binding affinity (normalized) is 0.128. (2) The peptide sequence is NRATWASHIHLVIHR. The MHC is HLA-DQA10501-DQB10402 with pseudo-sequence HLA-DQA10501-DQB10402. The binding affinity (normalized) is 0.642. (3) The peptide sequence is FDPYGATISATPKSA. The MHC is HLA-DPA10201-DPB10101 with pseudo-sequence HLA-DPA10201-DPB10101. The binding affinity (normalized) is 0.371. (4) The binding affinity (normalized) is 0.0608. The MHC is DRB1_0101 with pseudo-sequence DRB1_0101. The peptide sequence is MFIDEKPGNRNPYEN. (5) The peptide sequence is YDKFLANVSTVYTGK. The MHC is DRB1_0701 with pseudo-sequence DRB1_0701. The binding affinity (normalized) is 0.813.